This data is from Catalyst prediction with 721,799 reactions and 888 catalyst types from USPTO. The task is: Predict which catalyst facilitates the given reaction. (1) Reactant: CN(C(ON1N=NC2C=CC=NC1=2)=[N+](C)C)C.F[P-](F)(F)(F)(F)F.[C:25]([N:28]1[C:37]2[C:32](=[CH:33][C:34]([NH2:38])=[CH:35][CH:36]=2)[C:31]([C:40]2[CH:45]=[CH:44][CH:43]=[CH:42][CH:41]=2)([CH3:39])[CH2:30][C:29]1([CH3:47])[CH3:46])(=[O:27])[CH3:26].[Br:48][C:49]1[CH:50]=[C:51]([CH:55]=[C:56]([Br:58])[CH:57]=1)[C:52](O)=[O:53].C(N(CC)C(C)C)(C)C. Product: [C:25]([N:28]1[C:37]2[C:32](=[CH:33][C:34]([NH:38][C:52](=[O:53])[C:51]3[CH:50]=[C:49]([Br:48])[CH:57]=[C:56]([Br:58])[CH:55]=3)=[CH:35][CH:36]=2)[C:31]([C:40]2[CH:45]=[CH:44][CH:43]=[CH:42][CH:41]=2)([CH3:39])[CH2:30][C:29]1([CH3:47])[CH3:46])(=[O:27])[CH3:26]. The catalyst class is: 7. (2) The catalyst class is: 2. Product: [C:29]([O:32][C@H:33]1[C@@H:1]([CH:2]([CH3:4])[CH3:3])[N:24]([CH2:22][C:11]2[CH:12]=[CH:13][C:8]([O:7][CH3:6])=[CH:9][CH:10]=2)[C:34]1=[O:35])(=[O:31])[CH3:30]. Reactant: [CH:1](=O)[CH:2]([CH3:4])[CH3:3].[CH3:6][O:7][C:8]1[CH:13]=[CH:12][C:11](N)=[CH:10][CH:9]=1.[O-]S([O-])(=O)=O.[Na+].[Na+].[CH2:22]([N:24](CC)CC)C.[C:29]([O:32][CH2:33][C:34](Cl)=[O:35])(=[O:31])[CH3:30]. (3) The catalyst class is: 201. Product: [OH:2][C:3]1[CH:4]=[C:5]([NH:11][C:12]([NH:14][CH2:15][CH2:16][C:17]2[CH:22]=[CH:21][CH:20]=[CH:19][CH:18]=2)=[S:13])[CH:6]=[CH:7][C:8]=1[OH:9]. Reactant: C[O:2][C:3]1[CH:4]=[C:5]([NH:11][C:12]([NH:14][CH2:15][CH2:16][C:17]2[CH:22]=[CH:21][CH:20]=[CH:19][CH:18]=2)=[S:13])[CH:6]=[CH:7][C:8]=1[O:9]C. (4) Reactant: [OH:1][CH2:2][C@H:3]([OH:32])[CH2:4][NH:5][C:6]1[N:11]=[C:10]([NH:12][CH2:13][C:14]2[CH:19]=[CH:18][C:17]([C:20]3[CH:25]=[CH:24][CH:23]=[CH:22][N:21]=3)=[CH:16][CH:15]=2)[N:9]2[N:26]=[CH:27][C:28]([CH:29]([CH3:31])[CH3:30])=[C:8]2[N:7]=1.[C:33]([OH:40])(=[O:39])/[CH:34]=[CH:35]/[C:36]([OH:38])=[O:37]. Product: [C:33]([OH:40])(=[O:39])/[CH:34]=[CH:35]/[C:36]([OH:38])=[O:37].[OH:1][CH2:2][C@H:3]([OH:32])[CH2:4][NH:5][C:6]1[N:11]=[C:10]([NH:12][CH2:13][C:14]2[CH:15]=[CH:16][C:17]([C:20]3[CH:25]=[CH:24][CH:23]=[CH:22][N:21]=3)=[CH:18][CH:19]=2)[N:9]2[N:26]=[CH:27][C:28]([CH:29]([CH3:30])[CH3:31])=[C:8]2[N:7]=1. The catalyst class is: 863.